This data is from Peptide-MHC class I binding affinity with 185,985 pairs from IEDB/IMGT. The task is: Regression. Given a peptide amino acid sequence and an MHC pseudo amino acid sequence, predict their binding affinity value. This is MHC class I binding data. The peptide sequence is CTMERTNDLT. The MHC is HLA-A68:02 with pseudo-sequence HLA-A68:02. The binding affinity (normalized) is 0.800.